Dataset: Full USPTO retrosynthesis dataset with 1.9M reactions from patents (1976-2016). Task: Predict the reactants needed to synthesize the given product. (1) Given the product [Cl:3][C:2]1[N:1]=[C:8]([N:17]2[CH2:22][CH2:21][O:20][CH2:19][CH2:18]2)[N:7]=[C:5]([N:12]2[CH2:13][CH2:14][O:25][CH2:16][CH2:15]2)[N:4]=1, predict the reactants needed to synthesize it. The reactants are: [N:1]1[C:8](Cl)=[N:7][C:5](Cl)=[N:4][C:2]=1[Cl:3].C([N:12]([CH2:15][CH3:16])[CH2:13][CH3:14])C.[NH:17]1[CH2:22][CH2:21][O:20][CH2:19][CH2:18]1.CC(C)=[O:25]. (2) Given the product [OH:31][CH:29]1[CH2:30][N:27]([C:10]([CH:9]2[CH2:13][C:14](=[O:16])[CH2:15][N:8]2[C:6]([NH:17][C:20]2[CH:25]=[CH:24][CH:23]=[C:22]([CH3:26])[CH:21]=2)=[O:7])=[O:12])[CH2:28]1, predict the reactants needed to synthesize it. The reactants are: C(O[C:6]([N:8]1[CH2:15][C:14](=[O:16])[CH2:13][C@H:9]1[C:10]([OH:12])=O)=[O:7])(C)(C)C.[N:17]([C:20]1[CH:25]=[CH:24][CH:23]=[C:22]([CH3:26])[CH:21]=1)=C=O.[NH:27]1[CH2:30][CH:29]([OH:31])[CH2:28]1.